This data is from Catalyst prediction with 721,799 reactions and 888 catalyst types from USPTO. The task is: Predict which catalyst facilitates the given reaction. (1) Reactant: [Cl-].[F:2][C:3]1[CH:4]=[CH:5][C:6]([CH3:13])=[C:7]([S:9]([NH2:12])(=[O:11])=[O:10])[CH:8]=1.[NH4+].[OH-]. Product: [F:2][C:3]1[CH:4]=[CH:5][C:6]([CH3:13])=[C:7]([S:9]([NH2:12])(=[O:10])=[O:11])[CH:8]=1. The catalyst class is: 21. (2) Reactant: [OH:1][C:2]1[CH:7]=[CH:6][N:5]([C:8]2[CH:9]=[CH:10][C:11]3[N:15]=[C:14]([CH:16]4[CH2:18][CH:17]4[C:19]([OH:22])([CH3:21])[CH3:20])[N:13]([CH3:23])[C:12]=3[CH:24]=2)[C:4](=[O:25])[CH:3]=1.[Cl:26][C:27]1[CH:32]=[CH:31][C:30]([CH2:33]O)=[CH:29][C:28]=1[F:35].C(P(CCCC)CCCC)CCC.N(C(N1CCCCC1)=O)=NC(N1CCCCC1)=O. Product: [Cl:26][C:27]1[CH:32]=[CH:31][C:30]([CH2:33][O:1][C:2]2[CH:7]=[CH:6][N:5]([C:8]3[CH:9]=[CH:10][C:11]4[N:15]=[C:14]([CH:16]5[CH2:18][CH:17]5[C:19]([OH:22])([CH3:20])[CH3:21])[N:13]([CH3:23])[C:12]=4[CH:24]=3)[C:4](=[O:25])[CH:3]=2)=[CH:29][C:28]=1[F:35]. The catalyst class is: 1. (3) Reactant: [CH3:1][C:2]1[O:6][C:5]([C:7]2[CH:12]=[CH:11][C:10]([N+:13]([O-])=O)=[CH:9][CH:8]=2)=[N:4][C:3]=1[C:16]([O:18][CH3:19])=[O:17]. Product: [NH2:13][C:10]1[CH:9]=[CH:8][C:7]([C:5]2[O:6][C:2]([CH3:1])=[C:3]([C:16]([O:18][CH3:19])=[O:17])[N:4]=2)=[CH:12][CH:11]=1. The catalyst class is: 43. (4) Reactant: Br[C:2]1[CH:7]=[CH:6][C:5]([Cl:8])=[C:4]([CH2:9][C:10]2[CH:15]=[CH:14][C:13]([O:16][CH2:17][CH3:18])=[CH:12][CH:11]=2)[CH:3]=1.[Li]CCCC.[C:24]([Si:28]([CH3:43])([CH3:42])[O:29][C@H:30]1[C@H:37]2[C@H:33]([O:34][C:35]([CH3:39])([CH3:38])[O:36]2)[O:32][C@H:31]1[CH:40]=[O:41])([CH3:27])([CH3:26])[CH3:25]. Product: [C:24]([Si:28]([CH3:43])([CH3:42])[O:29][C@H:30]1[C@H:37]2[C@H:33]([O:34][C:35]([CH3:38])([CH3:39])[O:36]2)[O:32][C@H:31]1[C@H:40]([C:2]1[CH:7]=[CH:6][C:5]([Cl:8])=[C:4]([CH2:9][C:10]2[CH:15]=[CH:14][C:13]([O:16][CH2:17][CH3:18])=[CH:12][CH:11]=2)[CH:3]=1)[OH:41])([CH3:27])([CH3:26])[CH3:25]. The catalyst class is: 1.